This data is from Experimentally validated miRNA-target interactions with 360,000+ pairs, plus equal number of negative samples. The task is: Binary Classification. Given a miRNA mature sequence and a target amino acid sequence, predict their likelihood of interaction. (1) The miRNA is hsa-miR-204-3p with sequence GCUGGGAAGGCAAAGGGACGU. The protein sequence of the target gene is MTEKTNGVKSSPANNHNHHAPPAIKANGKDDHRTSSRPHSAADDDTSSELQRLADVDAPQQGRSGFRRIVRLVGIIREWANKNFREEEPRPDSFLERFRGPELQTVTTQEGDGKGDKDGEDKGTKKKFELFVLDPAGDWYYCWLFVIAMPVLYNWCLLVARACFSDLQKGYYLVWLVLDYVSDVVYIADLFIRLRTGFLEQGLLVKDTKKLRDNYIHTLQFKLDVASIIPTDLIYFAVDIHSPEVRFNRLLHFARMFEFFDRTETRTNYPNIFRISNLVLYILVIIHWNACIYYAISKSI.... Result: 1 (interaction). (2) The miRNA is hsa-miR-6769a-3p with sequence GAGCCCCUCUCUGCUCUCCAG. The protein sequence of the target gene is MRFMTLLFLTALAGALVCAYDPEAASAPGSGNPCHEASAAQKENAGEDPGLARQAPKPRKQRSSLLEKGLDGAKKAVGGLGKLGKDAVEDLESVGKGAVHDVKDVLDSVL. Result: 0 (no interaction). (3) The miRNA is mmu-miR-669e-3p with sequence UGAAUAUACACACACUUACAC. The protein sequence of the target gene is MAAWGCVAALGAARGLCWRAARAAAGLQGRPARRCYAVGPAQSPPTFGFLLDIDGVLVRGHRVIPAALKAFRRLVNSQGQLRVPVVFVTNAGNILQHSKAQELSALLGCEVDADQVILSHSPMKLFSEYHEKRMLVSGQGPVMENAQGLGFRNVVTVDELRMAFPLLDMVDLERRLKTTPLPRNDFPRIEGVLLLGEPVRWETSLQLIMDVLLSNGSPGAGLATPPYPHLPVLASNMDLLWMAEAKMPRFGHGTFLLCLETIYQKVTGKELRYEGLMGKPSILTYQYAEDLIRRQAERRG.... Result: 0 (no interaction). (4) The miRNA is hsa-miR-21-5p with sequence UAGCUUAUCAGACUGAUGUUGA. The protein sequence of the target gene is MAAAPLKVCIVGSGNWGSAVAKIIGNNVKKLQKFASTVKMWVFEETVNGRKLTDIINNDHENVKYLPGHKLPENVVAMSNLSEAVQDADLLVFVIPHQFIHRICDEITGRVPKKALGITLIKGIDEGPEGLKLISDIIREKMGIDISVLMGANIANEVAAEKFCETTIGSKVMENGLLFKELLQTPNFRITVVDDADTVELCGALKNIVAVGAGFCDGLRCGDNTKAAVIRLGLMEMIAFARIFCKGQVSTATFLESCGVADLITTCYGGRNRRVAEAFARTGKTIEELEKEMLNGQKLQ.... Result: 1 (interaction). (5) The miRNA is hsa-miR-30e-3p with sequence CUUUCAGUCGGAUGUUUACAGC. The protein sequence of the target gene is MAAAVSSVVRRVEELGDLAQAHIQQLSEAAGEDDHFLIRASAALEKLKLLCGEEKECSNPSNLLELYTQAILDMTYFEENKLVDEDFPEDSSSQKVKELISFLSEPEILVKENNMHPKHCNLLGDELLECLSWRRGALLYMYCHSLTKRREWLLRKSSLLKKYLLDGISYLLQMLNYRCPIQLNEGVSFQDLDTAKLLSAGIFSDIHLLAMMYSGEMCYWGSKYCADQQPENHEVDTSVSGAGCTTYKEPLDFREVGEKILKKYVSVCEGPLKEQEWNTTNAKQILNFFHHRCN. Result: 1 (interaction). (6) The miRNA is hsa-miR-210-3p with sequence CUGUGCGUGUGACAGCGGCUGA. The protein sequence of the target gene is MIAEPAHFYLFGLICLCSGSRLRQEDFPPRIVEHPSDLIVSKGEPATLNCKAEGRPTPTIEWYKGGERVETDKDDPRSHRMLLPSGSLFFLRIVHGRKSRPDEGVYICVARNYLGEAVSHNASLEVAILRDDFRQNPSDVMVAVGEPAVMECQPPRGHPEPTISWKKDGSPLDDKDERITIRGGKLMITYTRKSDAGKYVCVGTNMVGERESEVAELTVLERPSFVKRPSNLAVTVDDSAEFKCEARGDPVPTVRWRKDDGELPKSRYEIRDDHTLKIRKVTAGDMGSYTCVAENMVGKA.... Result: 0 (no interaction). (7) The miRNA is hsa-miR-6086 with sequence GGAGGUUGGGAAGGGCAGAG. The protein sequence of the target gene is MKCEHCTRKECSKKTKTDDQENVSADAPSPAQENGEKGEFHKLADAKIFLSDCLACDSCMTAEEGVQLSQQNAKDFFRVLNLNKKCDTSKHKVLVVSVCPQSLPYFAAKFNLSVTDASRRLCGFLKSLGVHYVFDTTIAADFSILESQKEFVRRYRQHSEEERTLPMLTSACPGWVRYAERVLGRPITAHLCTAKSPQQVMGSLVKDYFARQQNLSPEKIFHVIVAPCYDKKLEALQESLPPALHGSRGADCVLTSGEIAQIMEQGDLSVRDAAVDTLFGDLKEDKVTRHDGASSDGHLA.... Result: 1 (interaction). (8) The miRNA is mmu-miR-541-5p with sequence AAGGGAUUCUGAUGUUGGUCACACU. The protein sequence of the target gene is MQMMTRKVLLNMELEEDDDEDGDIVLENFDQTIVCPTFGSLENQQDFRTPEFEEFNGKPDSLFFTDGQRRIDFILVYEDESKKENNKKGTNEKQKRKRQAYESNLICHGLQLEATRSVSDDKLVFVKVHAPWEVLCTYAEIMHIKLPLKPNDLKTRSPFGNLNWFTKVLRVNESVIKPEQEFFTAPFEKSRMNDFYILDRDSFFNPATRSRIVYFILSRVKYQVMNNVNKFGINRLVSSGIYKAAFPLHDCRFNYESEDISCPSERYLLYREWAHPRSIYKKQPLDLIRKYYGEKIGIYF.... Result: 1 (interaction).